From a dataset of Peptide-MHC class I binding affinity with 185,985 pairs from IEDB/IMGT. Regression. Given a peptide amino acid sequence and an MHC pseudo amino acid sequence, predict their binding affinity value. This is MHC class I binding data. The peptide sequence is HTAEIQQFF. The MHC is HLA-A02:02 with pseudo-sequence HLA-A02:02. The binding affinity (normalized) is 0.782.